Dataset: Forward reaction prediction with 1.9M reactions from USPTO patents (1976-2016). Task: Predict the product of the given reaction. (1) Given the reactants Br[CH:2](Br)[C:3]1[N:4]([C:28]2[CH:33]=[CH:32][C:31]([O:34][CH3:35])=[CH:30][CH:29]=2)[C:5](=[O:27])[C:6]([CH2:12][C:13]2[CH:18]=[CH:17][C:16]([C:19]3[C:20]([C:25]#[N:26])=[CH:21][CH:22]=[CH:23][CH:24]=3)=[CH:15][CH:14]=2)=[C:7]([CH2:9][CH2:10][CH3:11])[N:8]=1.[F-:37].C([N+](CCCC)(CCCC)CCCC)CCC, predict the reaction product. The product is: [F:37][CH2:2][C:3]1[N:4]([C:28]2[CH:33]=[CH:32][C:31]([O:34][CH3:35])=[CH:30][CH:29]=2)[C:5](=[O:27])[C:6]([CH2:12][C:13]2[CH:18]=[CH:17][C:16]([C:19]3[C:20]([C:25]#[N:26])=[CH:21][CH:22]=[CH:23][CH:24]=3)=[CH:15][CH:14]=2)=[C:7]([CH2:9][CH2:10][CH3:11])[N:8]=1. (2) The product is: [CH:3]1([NH:6][C:7](=[O:25])[C:8]2[CH:13]=[C:12]([C:14]3[CH:15]=[C:16]4[C:20](=[CH:21][CH:22]=3)[N:19]([CH2:27][CH:28]3[CH2:32][CH2:31][CH2:30][O:29]3)[N:18]=[CH:17]4)[C:11]([CH3:23])=[C:10]([F:24])[CH:9]=2)[CH2:4][CH2:5]1. Given the reactants [H-].[Na+].[CH:3]1([NH:6][C:7](=[O:25])[C:8]2[CH:13]=[C:12]([C:14]3[CH:15]=[C:16]4[C:20](=[CH:21][CH:22]=3)[NH:19][N:18]=[CH:17]4)[C:11]([CH3:23])=[C:10]([F:24])[CH:9]=2)[CH2:5][CH2:4]1.Br[CH2:27][CH:28]1[CH2:32][CH2:31][CH2:30][O:29]1, predict the reaction product. (3) Given the reactants C(C1C=CC(N2[C:21]3[CH:20]=[CH:19][CH:18]=[CH:17][C:16]=3[C:15]3[C:10]2=[CH:11][CH:12]=[CH:13][CH:14]=3)=CC=1)#C.[C:35]1(P([C:35]2[CH:40]=[CH:39][CH:38]=[CH:37][CH:36]=2)[C:35]2[CH:40]=[CH:39][CH:38]=[CH:37][CH:36]=2)[CH:40]=[CH:39][CH:38]=[CH:37][CH:36]=1.[CH3:41][CH2:42]N(CC)CC, predict the reaction product. The product is: [CH:18]1[C:19]2=[C:10]3[C:11]([C:37]4[C:36]5[C:35](=[CH:41][CH:42]=[CH:21][C:20]2=5)[CH:40]=[CH:39][CH:38]=4)=[CH:12][CH:13]=[CH:14][C:15]3=[CH:16][CH:17]=1. (4) Given the reactants Cl.[CH3:2][O:3][C:4](=[O:11])[C@H:5]([CH2:7][CH:8]([CH3:10])[CH3:9])[NH2:6].C([O:14][C:15](=O)/[CH:16]=[C:17](/[O:20][C:21]1[C:26]([F:27])=[CH:25][CH:24]=[C:23]([O:28][CH2:29][CH3:30])[C:22]=1[F:31])\[CH2:18]Br)C.C(N(CC)C(C)C)(C)C.C(OCC)(=O)C, predict the reaction product. The product is: [CH3:2][O:3][C:4](=[O:11])[C@@H:5]([N:6]1[CH2:18][C:17]([O:20][C:21]2[C:26]([F:27])=[CH:25][CH:24]=[C:23]([O:28][CH2:29][CH3:30])[C:22]=2[F:31])=[CH:16][C:15]1=[O:14])[CH2:7][CH:8]([CH3:10])[CH3:9].